Dataset: Forward reaction prediction with 1.9M reactions from USPTO patents (1976-2016). Task: Predict the product of the given reaction. (1) Given the reactants [Br:1][C:2]1[CH:7]=[CH:6][C:5]([C@@H:8](O)[CH2:9][N:10]2[CH2:15][CH2:14][O:13][CH2:12][CH2:11]2)=[CH:4][CH:3]=1.C(N(CC)CC)C.CS([Cl:28])(=O)=O, predict the reaction product. The product is: [Br:1][C:2]1[CH:7]=[CH:6][C:5]([C@@H:8]([Cl:28])[CH2:9][N:10]2[CH2:15][CH2:14][O:13][CH2:12][CH2:11]2)=[CH:4][CH:3]=1. (2) Given the reactants [NH2:1][C:2]1[C:7]([F:8])=[CH:6][CH:5]=[CH:4][C:3]=1[NH:9][C:10](=O)[C@@H:11]([NH:13]C(=O)OC(C)(C)C)[CH3:12], predict the reaction product. The product is: [F:8][C:7]1[C:2]2[NH:1][C:10]([C@@H:11]([NH2:13])[CH3:12])=[N:9][C:3]=2[CH:4]=[CH:5][CH:6]=1. (3) Given the reactants [CH3:1][O:2][CH2:3][CH2:4][O:5][CH2:6][C:7]1[O:11][N:10]=[C:9]([C:12]2[CH:13]=[CH:14][C:15]([CH3:26])=[C:16]([NH:18]C(=O)OC(C)(C)C)[CH:17]=2)[N:8]=1, predict the reaction product. The product is: [CH3:1][O:2][CH2:3][CH2:4][O:5][CH2:6][C:7]1[O:11][N:10]=[C:9]([C:12]2[CH:13]=[CH:14][C:15]([CH3:26])=[C:16]([CH:17]=2)[NH2:18])[N:8]=1. (4) Given the reactants [F:1][C:2]([F:21])([F:20])[C:3]1[CH:4]=[C:5]([S:9]([C:12]2[CH:17]=[CH:16][C:15]([CH2:18][NH2:19])=[CH:14][CH:13]=2)(=[O:11])=[O:10])[CH:6]=[CH:7][CH:8]=1.CN(C(ON1N=NC2C=CC=NC1=2)=[N+](C)C)C.F[P-](F)(F)(F)(F)F.C(OC([N:53]1[CH2:57][CH2:56][CH2:55][C@@H:54]1[C:58](O)=[O:59])=O)(C)(C)C, predict the reaction product. The product is: [F:21][C:2]([F:20])([F:1])[C:3]1[CH:4]=[C:5]([S:9]([C:12]2[CH:17]=[CH:16][C:15]([CH2:18][NH:19][C:58]([C@H:54]3[CH2:55][CH2:56][CH2:57][NH:53]3)=[O:59])=[CH:14][CH:13]=2)(=[O:11])=[O:10])[CH:6]=[CH:7][CH:8]=1. (5) Given the reactants O=[C:2]1[NH:7][C:6]([C:8]([O:10][CH2:11][CH3:12])=[O:9])=[N:5][C:4]2[S:13][CH:14]=[CH:15][C:3]1=2.P(Cl)(Cl)([Cl:18])=O, predict the reaction product. The product is: [Cl:18][C:2]1[C:3]2[CH:15]=[CH:14][S:13][C:4]=2[N:5]=[C:6]([C:8]([O:10][CH2:11][CH3:12])=[O:9])[N:7]=1.